This data is from Full USPTO retrosynthesis dataset with 1.9M reactions from patents (1976-2016). The task is: Predict the reactants needed to synthesize the given product. (1) Given the product [ClH:37].[CH3:1][O:2][C:3]1[CH:12]=[C:11]([CH3:13])[C:10]2[NH:9][C:8](=[O:14])[C:7]3[S:15][CH:16]=[CH:17][C:6]=3[C:5]=2[C:4]=1[C:18]1[CH:19]=[CH:20][C:21]([CH:24]2[CH2:29][CH2:28][CH2:27][NH:26][CH2:25]2)=[CH:22][CH:23]=1, predict the reactants needed to synthesize it. The reactants are: [CH3:1][O:2][C:3]1[CH:12]=[C:11]([CH3:13])[C:10]2[NH:9][C:8](=[O:14])[C:7]3[S:15][CH:16]=[CH:17][C:6]=3[C:5]=2[C:4]=1[C:18]1[CH:23]=[CH:22][C:21]([CH:24]2[CH2:29][CH2:28][CH2:27][N:26](C(OC(C)(C)C)=O)[CH2:25]2)=[CH:20][CH:19]=1.[ClH:37]. (2) Given the product [O:32]=[C:31]1[CH:30]=[CH:29][C:28](=[O:33])[N:8]1[CH2:9][CH2:10][O:11][CH2:12][CH2:13][O:14][CH2:15][CH2:16][O:17][CH2:18][CH2:19][C:20]([OH:22])=[O:21], predict the reactants needed to synthesize it. The reactants are: FC(F)(F)C(O)=O.[NH2:8][CH2:9][CH2:10][O:11][CH2:12][CH2:13][O:14][CH2:15][CH2:16][O:17][CH2:18][CH2:19][C:20]([OH:22])=[O:21].COC(N1[C:31](=[O:32])[CH:30]=[CH:29][C:28]1=[O:33])=O.S(=O)(=O)(O)O. (3) The reactants are: [Br:1][C:2]1[C:10]2[C:5](=[N:6][CH:7]=[CH:8][C:9]=2Cl)[N:4]([CH2:12][C:13]2[CH:18]=[CH:17][C:16]([O:19][CH3:20])=[CH:15][CH:14]=2)[N:3]=1.[NH2:21][C:22]1[CH:23]=[C:24]([CH:30]=[CH:31][CH:32]=1)[C:25]([O:27][CH2:28][CH3:29])=[O:26].C1(O)C=CC=CC=1. Given the product [Br:1][C:2]1[C:10]2[C:5](=[N:6][CH:7]=[CH:8][C:9]=2[NH:21][C:22]2[CH:23]=[C:24]([CH:30]=[CH:31][CH:32]=2)[C:25]([O:27][CH2:28][CH3:29])=[O:26])[N:4]([CH2:12][C:13]2[CH:18]=[CH:17][C:16]([O:19][CH3:20])=[CH:15][CH:14]=2)[N:3]=1, predict the reactants needed to synthesize it. (4) Given the product [S:27]1[CH:31]=[C:30]([C:2]2[N:3]=[C:4]([N:21]3[CH2:26][CH2:25][O:24][CH2:23][CH2:22]3)[C:5]3[S:10][C:9]([CH2:11][N:12]4[CH2:17][CH2:16][CH:15]([N:18]([CH3:20])[CH3:19])[CH2:14][CH2:13]4)=[CH:8][C:6]=3[N:7]=2)[C:29]2[CH:35]=[CH:36][CH:37]=[CH:38][C:28]1=2, predict the reactants needed to synthesize it. The reactants are: Cl[C:2]1[N:3]=[C:4]([N:21]2[CH2:26][CH2:25][O:24][CH2:23][CH2:22]2)[C:5]2[S:10][C:9]([CH2:11][N:12]3[CH2:17][CH2:16][CH:15]([N:18]([CH3:20])[CH3:19])[CH2:14][CH2:13]3)=[CH:8][C:6]=2[N:7]=1.[S:27]1[CH:31]=[C:30](B(O)O)[C:29]2[CH:35]=[CH:36][CH:37]=[CH:38][C:28]1=2.C(=O)([O-])[O-].[Na+].[Na+]. (5) Given the product [CH3:52][NH:53][S:6]([C:9]1[CH:14]=[C:13]([CH:15]([NH:19][C:20]([C:22]2[CH:23]=[N:24][N:25]([C:28]3[CH:33]=[CH:32][C:31]([Cl:34])=[CH:30][CH:29]=3)[C:26]=2[CH3:27])=[O:21])[CH2:16][CH2:17][CH3:18])[CH:12]=[CH:11][N:10]=1)(=[O:7])=[O:8], predict the reactants needed to synthesize it. The reactants are: COC(=O)CC[S:6]([C:9]1[CH:14]=[C:13]([CH:15]([NH:19][C:20]([C:22]2[CH:23]=[N:24][N:25]([C:28]3[CH:33]=[CH:32][C:31]([Cl:34])=[CH:30][CH:29]=3)[C:26]=2[CH3:27])=[O:21])[CH2:16][CH2:17][CH3:18])[CH:12]=[CH:11][N:10]=1)(=[O:8])=[O:7].C[O-].[Na+].[Na].CC1C=CC(S(NCl)(=O)=O)=CC=1.[CH3:52][NH2:53].C(O)C.